From a dataset of Forward reaction prediction with 1.9M reactions from USPTO patents (1976-2016). Predict the product of the given reaction. Given the reactants [F:1][C:2]1[C:11]([F:12])=[CH:10][C:9]([CH:13]=O)=[C:8]2[C:3]=1[C:4](=[O:16])[CH:5]=[C:6]([CH3:15])[O:7]2.[C:17]([CH:19]=[C:20]([O-])[CH3:21])#[N:18].[Na+].[NH2:24]/[C:25](/[CH3:33])=[CH:26]\[C:27]([O:29][CH:30]([CH3:32])[CH3:31])=[O:28].C(O)(=O)C, predict the reaction product. The product is: [C:17]([C:19]1[CH:13]([C:9]2[CH:10]=[C:11]([F:12])[C:2]([F:1])=[C:3]3[C:8]=2[O:7][C:6]([CH3:15])=[CH:5][C:4]3=[O:16])[C:26]([C:27]([O:29][CH:30]([CH3:32])[CH3:31])=[O:28])=[C:25]([CH3:33])[NH:24][C:20]=1[CH3:21])#[N:18].